From a dataset of Full USPTO retrosynthesis dataset with 1.9M reactions from patents (1976-2016). Predict the reactants needed to synthesize the given product. (1) Given the product [NH2:55][CH2:54][CH2:53][CH2:52][N:49]1[CH2:48][CH2:47][N:46]([CH2:45][CH2:44][CH2:43][NH2:42])[CH2:51][CH2:50]1.[NH:1]([CH:5]([S:11][S:12][CH2:13][C@H:14]([NH2:18])[C:15]([OH:17])=[O:16])[C@H:6]([NH2:10])[C:7]([OH:9])=[O:8])[C:2]([NH2:4])=[NH:3], predict the reactants needed to synthesize it. The reactants are: [NH:1]([CH:5]([S:11][S:12][CH2:13][C@H:14]([NH2:18])[C:15]([OH:17])=[O:16])[C@H:6]([NH2:10])[C:7]([OH:9])=[O:8])[C:2]([NH2:4])=[NH:3].C1(N=C=NC2CCCCC2)CCCCC1.ON1C(=O)CCC1=O.[NH2:42][CH2:43][CH2:44][CH2:45][N:46]1[CH2:51][CH2:50][N:49]([CH2:52][CH2:53][CH2:54][NH2:55])[CH2:48][CH2:47]1. (2) Given the product [C:1]([O:5][C:6]([NH:8][C:9]1[C:10]([NH:14][C:15]([C:17]2[CH:22]=[CH:21][C:20]([CH2:23][NH:33][CH2:32][CH2:31][N:30]([CH3:34])[CH3:29])=[CH:19][N:18]=2)=[O:16])=[CH:11][S:12][CH:13]=1)=[O:7])([CH3:4])([CH3:2])[CH3:3], predict the reactants needed to synthesize it. The reactants are: [C:1]([O:5][C:6]([NH:8][C:9]1[C:10]([NH:14][C:15]([C:17]2[CH:22]=[CH:21][C:20]([CH2:23]OS(C)(=O)=O)=[CH:19][N:18]=2)=[O:16])=[CH:11][S:12][CH:13]=1)=[O:7])([CH3:4])([CH3:3])[CH3:2].[CH3:29][N:30]([CH3:34])[CH2:31][CH2:32][NH2:33].C(OCC)(=O)C.O. (3) Given the product [NH2:8][C:5]1[CH:6]=[CH:7][C:2]([Cl:1])=[CH:3][C:4]=1[C:15]([C:17]1[CH:18]=[N:19][CH:20]=[CH:21][CH:22]=1)=[O:16], predict the reactants needed to synthesize it. The reactants are: [Cl:1][C:2]1[CH:7]=[CH:6][C:5]([NH:8]C(=O)C(C)(C)C)=[C:4]([C:15]([C:17]2[CH:18]=[N:19][CH:20]=[CH:21][CH:22]=2)=[O:16])[CH:3]=1.[OH-].[Na+]. (4) Given the product [OH:20][CH2:19][C@@H:9]1[CH2:10][C@H:11]([C:13]2[CH:14]=[CH:15][CH:16]=[CH:17][CH:18]=2)[CH2:12][N:8]1[C:6]([O:5][C:1]([CH3:4])([CH3:3])[CH3:2])=[O:7], predict the reactants needed to synthesize it. The reactants are: [C:1]([O:5][C:6]([N:8]1[CH2:12][C@@H:11]([C:13]2[CH:18]=[CH:17][CH:16]=[CH:15][CH:14]=2)[CH2:10][C@H:9]1[C:19](O)=[O:20])=[O:7])([CH3:4])([CH3:3])[CH3:2].C(Cl)(=O)OCC(C)C.CCN(C(C)C)C(C)C.[BH4-].[Na+].C([O-])(=O)C.[Na+]. (5) Given the product [Cl:57][C:17]1[CH:22]=[CH:21][C:20]([NH:25][C:1]([NH:8][C@@H:9]([C:14]([N:52]2[CH2:51][CH2:50][N:49]([CH2:48][CH2:47][N:45]3[CH2:46][C:42]4=[CH:41][N:40]=[C:39]([CH3:38])[N:43]4[C:44]3=[O:55])[CH2:54][CH2:53]2)=[O:16])[C:10]([CH3:11])([CH3:12])[CH3:13])=[O:3])=[CH:19][CH:18]=1, predict the reactants needed to synthesize it. The reactants are: [C:1]([NH:8][C@@H:9]([C:14]([OH:16])=O)[C:10]([CH3:13])([CH3:12])[CH3:11])([O:3]C(C)(C)C)=O.[CH:17]1[CH:18]=[CH:19][C:20]2[N:25](O)N=N[C:21]=2[CH:22]=1.CCN=C=NCCCN(C)C.[CH3:38][C:39]1[N:43]2[C:44](=[O:55])[N:45]([CH2:47][CH2:48][N:49]3[CH2:54][CH2:53][NH:52][CH2:51][CH2:50]3)[CH2:46][C:42]2=[CH:41][N:40]=1.C(Cl)[Cl:57]. (6) The reactants are: [S:1]([N:11]1[CH2:17][CH2:16][CH2:15][C:14](=[O:18])[C:13]2[CH:19]=[CH:20][CH:21]=[CH:22][C:12]1=2)([C:4]1[CH:10]=[CH:9][C:7]([CH3:8])=[CH:6][CH:5]=1)(=[O:3])=[O:2].[C:23](=O)([O:26]C)[O:24][CH3:25].C[O-].[Na+]. Given the product [CH3:25][O:24][C:23]([CH:15]1[CH2:16][CH2:17][N:11]([S:1]([C:4]2[CH:10]=[CH:9][C:7]([CH3:8])=[CH:6][CH:5]=2)(=[O:2])=[O:3])[C:12]2[CH:22]=[CH:21][CH:20]=[CH:19][C:13]=2[C:14]1=[O:18])=[O:26], predict the reactants needed to synthesize it. (7) Given the product [CH3:1][C@:2]1([NH:20][C:21](=[O:27])[O:22][C:23]([CH3:26])([CH3:25])[CH3:24])[CH2:6][CH2:5][N:4]([C@@H:7]([C:12]2[CH:13]=[N:14][C:15]([NH:18]/[N:19]=[CH:41]/[C:34]3[CH:33]=[CH:32][C:31]4[C:36](=[C:37]([O:39][CH3:40])[CH:38]=[C:29]([F:28])[CH:30]=4)[N:35]=3)=[CH:16][CH:17]=2)[C:8]([F:9])([F:10])[F:11])[CH2:3]1, predict the reactants needed to synthesize it. The reactants are: [CH3:1][C@:2]1([NH:20][C:21](=[O:27])[O:22][C:23]([CH3:26])([CH3:25])[CH3:24])[CH2:6][CH2:5][N:4]([C@@H:7]([C:12]2[CH:13]=[N:14][C:15]([NH:18][NH2:19])=[CH:16][CH:17]=2)[C:8]([F:11])([F:10])[F:9])[CH2:3]1.[F:28][C:29]1[CH:30]=[C:31]2[C:36](=[C:37]([O:39][CH3:40])[CH:38]=1)[N:35]=[C:34]([CH:41]=O)[CH:33]=[CH:32]2. (8) Given the product [CH3:25][O:6][C:4](=[O:5])[CH:2]=[C:3]1[CH2:22][CH2:23][CH:18]([O:17][CH:14]([CH3:16])[CH3:15])[CH2:19][CH2:20]1, predict the reactants needed to synthesize it. The reactants are: C[C:2](P(OC)(O)=O)([C:4]([O-:6])=[O:5])[CH3:3].[H-].[Na+].[CH:14]([O:17][CH:18]1[CH2:23][CH2:22]C(=O)[CH2:20][CH2:19]1)([CH3:16])[CH3:15].[CH2:25]1COCC1. (9) Given the product [CH2:1]([N:8]1[CH2:13][CH2:12][CH:11]([C:14]([NH:16][C:17]2[CH:22]=[CH:21][C:20]([CH2:23][NH:24][C:25]3[C:34]4[C:29](=[CH:30][CH:31]=[C:32]([CH3:35])[CH:33]=4)[N:28]=[C:27]([N:37]4[CH2:41][CH:40]=[CH:39][CH2:38]4)[N:26]=3)=[CH:19][CH:18]=2)=[O:15])[CH2:10][CH2:9]1)[C:2]1[CH:7]=[CH:6][CH:5]=[CH:4][CH:3]=1, predict the reactants needed to synthesize it. The reactants are: [CH2:1]([N:8]1[CH2:13][CH2:12][CH:11]([C:14]([NH:16][C:17]2[CH:22]=[CH:21][C:20]([CH2:23][NH:24][C:25]3[C:34]4[C:29](=[CH:30][CH:31]=[C:32]([CH3:35])[CH:33]=4)[N:28]=[C:27](Cl)[N:26]=3)=[CH:19][CH:18]=2)=[O:15])[CH2:10][CH2:9]1)[C:2]1[CH:7]=[CH:6][CH:5]=[CH:4][CH:3]=1.[NH:37]1[CH2:41][CH2:40][CH:39]=[CH:38]1. (10) Given the product [F:1][C:2]1[C:10]([OH:11])=[CH:9][CH:8]=[C:7]([CH3:13])[C:3]=1[C:4]([OH:6])=[O:5], predict the reactants needed to synthesize it. The reactants are: [F:1][C:2]1[C:10]([O:11]C)=[CH:9][CH:8]=[C:7]([CH3:13])[C:3]=1[C:4]([OH:6])=[O:5].B(Br)(Br)Br.